Task: Predict which catalyst facilitates the given reaction.. Dataset: Catalyst prediction with 721,799 reactions and 888 catalyst types from USPTO (1) Reactant: [Br:1][C:2]1[C:7]([OH:8])=[CH:6][CH:5]=[CH:4][N:3]=1.C(=O)([O-])[O-].[K+].[K+].[CH2:15](Br)[C:16]1[CH:21]=[CH:20][CH:19]=[CH:18][CH:17]=1. Product: [CH2:15]([O:8][C:7]1[C:2]([Br:1])=[N:3][CH:4]=[CH:5][CH:6]=1)[C:16]1[CH:21]=[CH:20][CH:19]=[CH:18][CH:17]=1. The catalyst class is: 9. (2) Reactant: [F:1][C:2]([F:21])([F:20])[CH2:3][O:4][C:5]1[CH:10]=[C:9]([O:11][CH2:12][C:13]([F:16])([F:15])[F:14])[N:8]=[C:7]([N:17]=[C:18]=[S:19])[N:6]=1.[CH3:22][NH:23][C:24]1[CH:29]=[CH:28][C:27]([C:30]([F:33])([F:32])[F:31])=[CH:26][CH:25]=1. Product: [F:21][C:2]([F:1])([F:20])[CH2:3][O:4][C:5]1[CH:10]=[C:9]([O:11][CH2:12][C:13]([F:15])([F:16])[F:14])[N:8]=[C:7]([NH:17][C:18](=[S:19])[N:23]([CH3:22])[C:24]2[CH:29]=[CH:28][C:27]([C:30]([F:31])([F:32])[F:33])=[CH:26][CH:25]=2)[N:6]=1. The catalyst class is: 2. (3) Reactant: [Cl:1][C:2]1[CH:7]=[CH:6][C:5]([S:8]([NH:11][CH:12]2[CH2:18][CH2:17][CH2:16][CH2:15][NH:14][C:13]2=[O:19])(=[O:10])=[O:9])=[CH:4][CH:3]=1.Br[CH2:21][C:22]1[CH:29]=[CH:28][C:25]([C:26]#[N:27])=[CH:24][CH:23]=1.C(=O)([O-])[O-].[K+].[K+].[I-].[K+]. Product: [Cl:1][C:2]1[CH:3]=[CH:4][C:5]([S:8]([N:11]([CH2:21][C:22]2[CH:29]=[CH:28][C:25]([C:26]#[N:27])=[CH:24][CH:23]=2)[CH:12]2[CH2:18][CH2:17][CH2:16][CH2:15][NH:14][C:13]2=[O:19])(=[O:10])=[O:9])=[CH:6][CH:7]=1. The catalyst class is: 9. (4) Reactant: [CH2:1]1[C:7]2[C:8]3[CH:14]=[CH:13][C:12]([N:15]4[CH:20]=[CH:19][C:18]([C:21]5[CH:26]=[CH:25][C:24]([C:27]([F:30])([F:29])[F:28])=[CH:23][N:22]=5)=[CH:17][C:16]4=[O:31])=[CH:11][C:9]=3[O:10][C:6]=2[CH2:5][CH2:4][CH2:3][NH:2]1.[ClH:32].CCOCC. Product: [ClH:32].[CH2:1]1[C:7]2[C:8]3[CH:14]=[CH:13][C:12]([N:15]4[CH:20]=[CH:19][C:18]([C:21]5[CH:26]=[CH:25][C:24]([C:27]([F:30])([F:29])[F:28])=[CH:23][N:22]=5)=[CH:17][C:16]4=[O:31])=[CH:11][C:9]=3[O:10][C:6]=2[CH2:5][CH2:4][CH2:3][NH:2]1. The catalyst class is: 5. (5) Reactant: C([Li])CCC.C(NC(C)C)(C)C.[F:13][C:14]1[CH:19]=[CH:18][CH:17]=[C:16]([F:20])[C:15]=1[C:21]1[N:22]=[N:23][C:24]([CH3:27])=[CH:25][N:26]=1.[Cl:28][C:29]1[CH:36]=[CH:35][C:32]([CH:33]=[O:34])=[CH:31][CH:30]=1. Product: [Cl:28][C:29]1[CH:36]=[CH:35][C:32]([CH:33]([OH:34])[CH2:27][C:24]2[N:23]=[N:22][C:21]([C:15]3[C:14]([F:13])=[CH:19][CH:18]=[CH:17][C:16]=3[F:20])=[N:26][CH:25]=2)=[CH:31][CH:30]=1. The catalyst class is: 7. (6) The catalyst class is: 9. Reactant: O1CCCC1.[NH2:6][C:7]1[C:12]([C:13]2[O:17][N:16]=[C:15]([CH2:18][C:19]3[CH:24]=[CH:23][C:22]([OH:25])=[CH:21][CH:20]=3)[CH:14]=2)=[CH:11][CH:10]=[C:9]([NH2:26])[N:8]=1.[OH-].[Na+].Cl[CH2:30][C:31]1[CH:36]=[CH:35][CH:34]=[C:33]([O:37][CH3:38])[N:32]=1. Product: [CH3:38][O:37][C:33]1[N:32]=[C:31]([CH2:30][O:25][C:22]2[CH:23]=[CH:24][C:19]([CH2:18][C:15]3[CH:14]=[C:13]([C:12]4[C:7]([NH2:6])=[N:8][C:9]([NH2:26])=[CH:10][CH:11]=4)[O:17][N:16]=3)=[CH:20][CH:21]=2)[CH:36]=[CH:35][CH:34]=1.